Dataset: Reaction yield outcomes from USPTO patents with 853,638 reactions. Task: Predict the reaction yield, written as a fraction of the theoretical maximum amount of product (1.0 means a 100% yield; for example, 0.34 means a 34% yield). (1) The reactants are I.[NH2:2][C:3]1[C:4]([C:11]([NH:13][C:14](=[NH:17])SC)=[O:12])=[N:5][C:6]([Cl:10])=[C:7]([NH2:9])[N:8]=1.Br.[OH:19][C:20]1[CH:25]=[CH:24][C:23]([CH2:26][CH2:27][CH2:28][CH2:29][NH2:30])=[CH:22][CH:21]=1. The catalyst is C1COCC1.C(N(CC)CC)C. The product is [ClH:10].[OH:19][C:20]1[CH:21]=[CH:22][C:23]([CH2:26][CH2:27][CH2:28][CH2:29][NH:30][C:14]([NH:13][C:11]([C:4]2[C:3]([NH2:2])=[N:8][C:7]([NH2:9])=[C:6]([Cl:10])[N:5]=2)=[O:12])=[NH:17])=[CH:24][CH:25]=1. The yield is 0.410. (2) The reactants are [Br:1][C:2]1[CH:3]=[C:4]([NH2:10])[C:5]([NH2:9])=[CH:6][C:7]=1[F:8].[C:11]([O:15][C:16]([N:18]1[CH2:22][CH2:21][CH2:20][C@H:19]1[C:23](O)=O)=[O:17])([CH3:14])([CH3:13])[CH3:12].CN(C(ON1N=NC2C=CC=NC1=2)=[N+](C)C)C.F[P-](F)(F)(F)(F)F.C(N(C(C)C)CC)(C)C. The catalyst is CS(C)=O.CCOC(C)=O. The product is [Br:1][C:2]1[C:7]([F:8])=[CH:6][C:5]2[N:9]=[C:23]([C@@H:19]3[CH2:20][CH2:21][CH2:22][N:18]3[C:16]([O:15][C:11]([CH3:12])([CH3:14])[CH3:13])=[O:17])[NH:10][C:4]=2[CH:3]=1. The yield is 0.770. (3) The reactants are [CH3:1][C:2]([O:5][C:6]([NH:8][C@H:9]([C:14](=[O:23])[O:15][CH2:16][C:17]1[CH:22]=[CH:21][CH:20]=[CH:19][CH:18]=1)[CH2:10][C:11]([OH:13])=[O:12])=[O:7])([CH3:4])[CH3:3].[CH2:24](Cl)[CH2:25]Cl.CCO.C([O-])(O)=O.[Na+]. The catalyst is CN(C1C=CN=CC=1)C.C(Cl)Cl.C(OCC)(=O)C. The product is [CH3:4][C:2]([O:5][C:6]([NH:8][C@H:9]([C:14]([O:15][CH2:16][C:17]1[CH:18]=[CH:19][CH:20]=[CH:21][CH:22]=1)=[O:23])[CH2:10][C:11]([O:13][CH2:24][CH3:25])=[O:12])=[O:7])([CH3:1])[CH3:3]. The yield is 1.01.